From a dataset of Forward reaction prediction with 1.9M reactions from USPTO patents (1976-2016). Predict the product of the given reaction. Given the reactants [N+:1]([C:4]1[CH:5]=[C:6]([OH:10])[CH:7]=[CH:8][CH:9]=1)([O-:3])=[O:2].C(=O)([O-])[O-].[K+].[K+].CN(C)C=O.Cl[C:23]1[C:24]2[C:31]([CH3:32])=[C:30]([CH3:33])[NH:29][C:25]=2[N:26]=[CH:27][N:28]=1, predict the reaction product. The product is: [N+:1]([C:4]1[CH:5]=[C:6]([CH:7]=[CH:8][CH:9]=1)[O:10][C:23]1[C:24]2[C:31]([CH3:32])=[C:30]([CH3:33])[NH:29][C:25]=2[N:26]=[CH:27][N:28]=1)([O-:3])=[O:2].